This data is from Forward reaction prediction with 1.9M reactions from USPTO patents (1976-2016). The task is: Predict the product of the given reaction. Given the reactants [NH2:1][C@H:2]1[CH2:7][CH2:6][C@H:5]([CH2:8][NH:9][C:10](=[O:25])[C:11]2[CH:16]=[C:15]([C:17]([F:20])([F:19])[F:18])[CH:14]=[C:13]([C:21]([F:24])([F:23])[F:22])[CH:12]=2)[CH2:4][CH2:3]1.[C:26]([CH:30]1[CH2:32][O:31]1)([CH3:29])([CH3:28])[CH3:27], predict the reaction product. The product is: [OH:31][CH:30]([C:26]([CH3:29])([CH3:28])[CH3:27])[CH2:32][NH:1][C@H:2]1[CH2:3][CH2:4][C@H:5]([CH2:8][NH:9][C:10](=[O:25])[C:11]2[CH:16]=[C:15]([C:17]([F:19])([F:20])[F:18])[CH:14]=[C:13]([C:21]([F:22])([F:23])[F:24])[CH:12]=2)[CH2:6][CH2:7]1.